From a dataset of Forward reaction prediction with 1.9M reactions from USPTO patents (1976-2016). Predict the product of the given reaction. (1) Given the reactants [Cl:1][C:2]1[N:7]=[C:6](Cl)[CH:5]=[CH:4][N:3]=1.[OH:9][C:10]1[CH:36]=[CH:35][CH:34]=[CH:33][C:11]=1[CH2:12][NH:13][C:14]([NH:16][C:17]1[N:21]([C:22]2[CH:27]=[CH:26][C:25]([CH3:28])=[CH:24][CH:23]=2)[N:20]=[C:19]([C:29]([CH3:32])([CH3:31])[CH3:30])[CH:18]=1)=[O:15].[OH-].[Na+].[Cl-].[NH4+], predict the reaction product. The product is: [Cl:1][C:2]1[N:7]=[C:6]([O:9][C:10]2[CH:36]=[CH:35][CH:34]=[CH:33][C:11]=2[CH2:12][NH:13][C:14]([NH:16][C:17]2[N:21]([C:22]3[CH:27]=[CH:26][C:25]([CH3:28])=[CH:24][CH:23]=3)[N:20]=[C:19]([C:29]([CH3:31])([CH3:32])[CH3:30])[CH:18]=2)=[O:15])[CH:5]=[CH:4][N:3]=1. (2) Given the reactants [CH2:1]([OH:12])[C@H:2]([C@H:4]([C@@H:6]([C@@H:8]([CH2:10][OH:11])[OH:9])[OH:7])[OH:5])[OH:3].[CH3:13][C:14]1[C@@H:31]([O:32][C:33]([C@H:35]([OH:51])[C@@H:36]([NH:43][C:44]([O:46][C:47]([CH3:50])([CH3:49])[CH3:48])=[O:45])[C:37]2[CH:38]=[CH:39][CH:40]=[CH:41][CH:42]=2)=[O:34])[CH2:30][C@:26]2([OH:52])[C:27]([CH3:29])([CH3:28])[C:15]=1[C@@H:16]([OH:70])[C:17]([C@@:19]1([CH3:69])[C@H:24]([C@@H:25]2[O:53][C:54]([C:56]2[CH:57]=[CH:58][CH:59]=[CH:60][CH:61]=2)=[O:55])[C@:23]2([O:64][C:65]([CH3:67])=[O:66])[CH2:62][O:63][C@@H:22]2[CH2:21][C@@H:20]1[OH:68])=[O:18].C(O)[C@@H](O)[C@@H](O)[C@H](O)[C@@H](O)C=O.O, predict the reaction product. The product is: [CH3:13][C:14]1[C@@H:31]([O:32][C:33]([C@H:35]([OH:51])[C@@H:36]([NH:43][C:44]([O:46][C:47]([CH3:48])([CH3:49])[CH3:50])=[O:45])[C:37]2[CH:38]=[CH:39][CH:40]=[CH:41][CH:42]=2)=[O:34])[CH2:30][C@:26]2([OH:52])[C:27]([CH3:28])([CH3:29])[C:15]=1[C@@H:16]([OH:70])[C:17]([C@@:19]1([CH3:69])[C@H:24]([C@@H:25]2[O:53][C:54]([C:56]2[CH:61]=[CH:60][CH:59]=[CH:58][CH:57]=2)=[O:55])[C@:23]2([O:64][C:65]([CH3:67])=[O:66])[CH2:62][O:63][C@@H:22]2[CH2:21][C@@H:20]1[OH:68])=[O:18].[CH2:10]([OH:11])[C@H:8]([C@H:6]([C@@H:4]([C@@H:2]([CH2:1][OH:12])[OH:3])[OH:5])[OH:7])[OH:9].